From a dataset of Reaction yield outcomes from USPTO patents with 853,638 reactions. Predict the reaction yield, written as a fraction of the theoretical maximum amount of product (1.0 means a 100% yield; for example, 0.34 means a 34% yield). (1) The reactants are [CH3:1][C:2]1[C:3]2[N:4]([N:9]=[C:10]([C:12](=[O:21])[CH2:13][C:14]([O:16][C:17](C)(C)[CH3:18])=[O:15])[CH:11]=2)[CH:5]=[C:6]([CH3:8])[N:7]=1.CCO. No catalyst specified. The product is [CH3:1][C:2]1[C:3]2[N:4]([N:9]=[C:10]([C:12](=[O:21])[CH2:13][C:14]([O:16][CH2:17][CH3:18])=[O:15])[CH:11]=2)[CH:5]=[C:6]([CH3:8])[N:7]=1. The yield is 0.980. (2) The reactants are [F:1][C:2]1[CH:3]=[C:4]([CH:16]=[C:17]([F:19])[CH:18]=1)[CH2:5][C:6]1[O:10][N:9]=[C:8]([C:11]([O:13]CC)=O)[N:7]=1.Cl.[Cl:21][C:22]1[CH:23]=[C:24]2[C:28](=[CH:29][CH:30]=1)[NH:27][CH:26]=[C:25]2[CH2:31][CH2:32][NH2:33].CN(C(ON1N=NC2C=CC=NC1=2)=[N+](C)C)C.F[P-](F)(F)(F)(F)F.C(N(CC)C(C)C)(C)C. The catalyst is C1COCC1.[OH-].[Na+].O.CN(C=O)C. The product is [Cl:21][C:22]1[CH:23]=[C:24]2[C:28](=[CH:29][CH:30]=1)[NH:27][CH:26]=[C:25]2[CH2:31][CH2:32][NH:33][C:11]([C:8]1[N:7]=[C:6]([CH2:5][C:4]2[CH:16]=[C:17]([F:19])[CH:18]=[C:2]([F:1])[CH:3]=2)[O:10][N:9]=1)=[O:13]. The yield is 0.300.